From a dataset of Forward reaction prediction with 1.9M reactions from USPTO patents (1976-2016). Predict the product of the given reaction. (1) The product is: [CH2:1]([O:3][C:4](=[O:20])[NH:5][C:6]([C:8]1[C:9](=[O:19])[O:10][C:11]2[C:16]([CH:17]=1)=[CH:15][C:14]([C:21]1[CH:26]=[CH:25][CH:24]=[CH:23][CH:22]=1)=[CH:13][CH:12]=2)=[O:7])[CH3:2]. Given the reactants [CH2:1]([O:3][C:4](=[O:20])[NH:5][C:6]([C:8]1[C:9](=[O:19])[O:10][C:11]2[C:16]([CH:17]=1)=[CH:15][C:14](Br)=[CH:13][CH:12]=2)=[O:7])[CH3:2].[C:21]1(B(O)O)[CH:26]=[CH:25][CH:24]=[CH:23][CH:22]=1, predict the reaction product. (2) Given the reactants [CH:1](O)=[O:2].C(OC(=O)C)(=O)C.Cl.[NH2:12][CH2:13][CH2:14][C:15]1[CH:20]=[CH:19][C:18]([OH:21])=[C:17]([O:22][CH3:23])[CH:16]=1, predict the reaction product. The product is: [OH:21][C:18]1[CH:19]=[CH:20][C:15]([CH2:14][CH2:13][NH:12][CH:1]=[O:2])=[CH:16][C:17]=1[O:22][CH3:23]. (3) Given the reactants [Cl:1][C:2]1[CH:3]=[C:4]2[N:25]=[C:24]([O:26][C@H:27]3[C@H:31]4[O:32][CH2:33][C@@H:34]([OH:35])[C@H:30]4[O:29][CH2:28]3)[N:23]([CH2:36][O:37][CH2:38][CH2:39][Si:40]([CH3:43])([CH3:42])[CH3:41])[C:5]2=[N:6][C:7]=1[C:8]1[CH:13]=[CH:12][C:11](B2OC(C)(C)C(C)(C)O2)=[CH:10][CH:9]=1.Br[C:45]1[CH:56]=[CH:55][C:48]([CH2:49][N:50]=[S:51]([CH3:54])([CH3:53])=[O:52])=[CH:47][CH:46]=1, predict the reaction product. The product is: [Cl:1][C:2]1[CH:3]=[C:4]2[N:25]=[C:24]([O:26][C@@H:27]3[CH2:28][O:29][C@@H:30]4[C@H:34]([OH:35])[CH2:33][O:32][C@H:31]34)[N:23]([CH2:36][O:37][CH2:38][CH2:39][Si:40]([CH3:43])([CH3:42])[CH3:41])[C:5]2=[N:6][C:7]=1[C:8]1[CH:9]=[CH:10][C:11]([C:45]2[CH:46]=[CH:47][C:48]([CH2:49][N:50]=[S:51]([CH3:54])([CH3:53])=[O:52])=[CH:55][CH:56]=2)=[CH:12][CH:13]=1. (4) Given the reactants Br[CH2:2][C:3]1[C:4]([C:10]([O:12]C)=O)=[N:5][C:6]([Cl:9])=[CH:7][CH:8]=1.[CH3:14][NH2:15].C1COCC1, predict the reaction product. The product is: [Cl:9][C:6]1[N:5]=[C:4]2[C:10](=[O:12])[N:15]([CH3:14])[CH2:2][C:3]2=[CH:8][CH:7]=1. (5) Given the reactants C(N(CC)CC)C.[CH3:8][C:9]1([CH3:42])[NH:14][CH2:13][CH2:12][N:11]([C:15]2[N:16]([CH2:37][C:38]([F:41])([F:40])[F:39])[C:17]3[C:22]([N:23]=2)=[C:21]([N:24]2[CH2:29][CH2:28][O:27][CH2:26][CH2:25]2)[N:20]=[C:19]([C:30]2[CH:31]=[N:32][C:33]([NH2:36])=[N:34][CH:35]=2)[N:18]=3)[CH2:10]1.C([O:46][CH2:47][C:48](Cl)=[O:49])(=O)C.C[O-].[Na+].CO, predict the reaction product. The product is: [NH2:36][C:33]1[N:34]=[CH:35][C:30]([C:19]2[N:18]=[C:17]3[C:22]([N:23]=[C:15]([N:11]4[CH2:12][CH2:13][N:14]([C:47](=[O:46])[CH2:48][OH:49])[C:9]([CH3:42])([CH3:8])[CH2:10]4)[N:16]3[CH2:37][C:38]([F:41])([F:39])[F:40])=[C:21]([N:24]3[CH2:25][CH2:26][O:27][CH2:28][CH2:29]3)[N:20]=2)=[CH:31][N:32]=1.